Dataset: Full USPTO retrosynthesis dataset with 1.9M reactions from patents (1976-2016). Task: Predict the reactants needed to synthesize the given product. Given the product [Cl:33][C:5]1[N:4]=[C:3]([CH:2]=[O:38])[C:8]2[C:9]([O:31][CH3:32])=[N:10][N:11]([C:12]([C:13]3[CH:18]=[CH:17][CH:16]=[CH:15][CH:14]=3)([C:25]3[CH:30]=[CH:29][CH:28]=[CH:27][CH:26]=3)[C:19]3[CH:24]=[CH:23][CH:22]=[CH:21][CH:20]=3)[C:7]=2[CH:6]=1, predict the reactants needed to synthesize it. The reactants are: Br[CH2:2][C:3]1[C:8]2[C:9]([O:31][CH3:32])=[N:10][N:11]([C:12]([C:25]3[CH:30]=[CH:29][CH:28]=[CH:27][CH:26]=3)([C:19]3[CH:24]=[CH:23][CH:22]=[CH:21][CH:20]=3)[C:13]3[CH:18]=[CH:17][CH:16]=[CH:15][CH:14]=3)[C:7]=2[CH:6]=[C:5]([Cl:33])[N:4]=1.C[N+]1([O-])CC[O:38]CC1.